Dataset: Reaction yield outcomes from USPTO patents with 853,638 reactions. Task: Predict the reaction yield, written as a fraction of the theoretical maximum amount of product (1.0 means a 100% yield; for example, 0.34 means a 34% yield). (1) The reactants are C(OC([N:8]1[CH2:26][CH2:25][C:11]2[N:12]([CH2:19][C:20]([O:22][CH2:23][CH3:24])=[O:21])[C:13]3[CH:14]=[CH:15][CH:16]=[CH:17][C:18]=3[C:10]=2[CH2:9]1)=O)(C)(C)C.[ClH:27]. The catalyst is C(OCC)(=O)C. The product is [ClH:27].[CH2:9]1[C:10]2[C:18]3[CH:17]=[CH:16][CH:15]=[CH:14][C:13]=3[N:12]([CH2:19][C:20]([O:22][CH2:23][CH3:24])=[O:21])[C:11]=2[CH2:25][CH2:26][NH:8]1. The yield is 0.790. (2) The yield is 0.600. The product is [Br:1][C:2]1[CH:3]=[C:4]([CH2:9][C:10]([O:12][CH2:13][CH3:14])=[O:11])[CH:5]=[C:6]([Cl:20])[C:7]=1[OH:8]. The reactants are [Br:1][C:2]1[CH:3]=[C:4]([CH2:9][C:10]([O:12][CH2:13][CH3:14])=[O:11])[CH:5]=[CH:6][C:7]=1[OH:8].CO.S(Cl)([Cl:20])(=O)=O. The catalyst is C(Cl)Cl. (3) The reactants are F[C:2]1[N:7]=[C:6]([C:8]2[C:16]3[C:11](=[CH:12][N:13]=[C:14]([C:17]4[CH:18]=[N:19][N:20]([CH3:22])[CH:21]=4)[CH:15]=3)[N:10](C3CCCCO3)[N:9]=2)[CH:5]=[CH:4][CH:3]=1.[N:29]1(C(OC(C)(C)C)=O)[CH2:34][CH2:33][NH:32][CH2:31][CH2:30]1. No catalyst specified. The product is [CH3:22][N:20]1[CH:21]=[C:17]([C:14]2[CH:15]=[C:16]3[C:8]([C:6]4[CH:5]=[CH:4][CH:3]=[C:2]([N:29]5[CH2:34][CH2:33][NH:32][CH2:31][CH2:30]5)[N:7]=4)=[N:9][NH:10][C:11]3=[CH:12][N:13]=2)[CH:18]=[N:19]1. The yield is 0.610. (4) The reactants are S(=O)(=O)(O)O.[NH2:6][C:7]1[C:16]([Cl:17])=[CH:15][CH:14]=[CH:13][C:8]=1[C:9]([O:11][CH3:12])=[O:10].OO.[OH-:20].[Na+].C(=O)([O-])O.[Na+].[OH2:27]. The catalyst is [Cl-].C([N+](CCCCCCCC)(CCCCCCCC)C)CCCCCCC.ClC1C=CC=CC=1.O[W](O)(=O)=O. The product is [Cl:17][C:16]1[C:7]([N+:6]([O-:27])=[O:20])=[C:8]([CH:13]=[CH:14][CH:15]=1)[C:9]([O:11][CH3:12])=[O:10]. The yield is 0.760. (5) The reactants are [CH2:1]([N:3]([C:17]1[C:18]([CH3:28])=[N:19][N:20]([C:22]2[CH:23]=[N:24][CH:25]=[CH:26][CH:27]=2)[CH:21]=1)[C:4](=[O:16])[CH2:5][C:6]([OH:15])([C:11]([F:14])([F:13])[F:12])[C:7]([F:10])([F:9])[F:8])[CH3:2].[H-].[Na+].IC.[CH3:33]COC(C)=O.CCCCCC. The catalyst is CN(C=O)C.O. The product is [CH2:1]([N:3]([C:17]1[C:18]([CH3:28])=[N:19][N:20]([C:22]2[CH:23]=[N:24][CH:25]=[CH:26][CH:27]=2)[CH:21]=1)[C:4](=[O:16])[CH2:5][C:6]([O:15][CH3:33])([C:7]([F:9])([F:8])[F:10])[C:11]([F:14])([F:12])[F:13])[CH3:2]. The yield is 0.273. (6) The reactants are [NH:1]1[CH2:6][CH2:5][CH2:4][CH:3]([C:7]2[CH:8]=[CH:9][C:10]3[O:24][CH2:23][C:13]4([C:21]5[C:16](=[CH:17][CH:18]=[CH:19][CH:20]=5)[NH:15][C:14]4=[O:22])[C:11]=3[CH:12]=2)[CH2:2]1.C(N(CC)CC)C.[C:32](O[C:32]([O:34][C:35]([CH3:38])([CH3:37])[CH3:36])=[O:33])([O:34][C:35]([CH3:38])([CH3:37])[CH3:36])=[O:33]. The catalyst is ClCCl. The product is [O:22]=[C:14]1[C:13]2([C:11]3[CH:12]=[C:7]([CH:3]4[CH2:4][CH2:5][CH2:6][N:1]([C:32]([O:34][C:35]([CH3:38])([CH3:37])[CH3:36])=[O:33])[CH2:2]4)[CH:8]=[CH:9][C:10]=3[O:24][CH2:23]2)[C:21]2[C:16](=[CH:17][CH:18]=[CH:19][CH:20]=2)[NH:15]1. The yield is 0.400. (7) The reactants are [C:1]([O:11][CH:12]([CH3:14])[CH3:13])(=[O:10])/[CH:2]=[CH:3]/[C:4]([O:6][CH:7]([CH3:9])[CH3:8])=[O:5].[C:15]([O:25][CH2:26][CH3:27])(=[O:24])[CH:16]=[CH:17][C:18]1[CH:23]=[CH:22][CH:21]=[CH:20][CH:19]=1.C(C1C=CC=CC=1C=C)=C.C(OOOC(C)(C)C)(=O)C(C)(C)C. The catalyst is O1CCCC1.CO. The product is [C:4]([O:6][CH:7]([CH3:9])[CH3:8])(=[O:5])/[CH:3]=[CH:2]/[C:1]([O:11][CH:12]([CH3:14])[CH3:13])=[O:10].[C:15]([O:25][CH2:26][CH3:27])(=[O:24])[CH:16]=[CH:17][C:18]1[CH:19]=[CH:20][CH:21]=[CH:22][CH:23]=1. The yield is 0.550.